Dataset: Retrosynthesis with 50K atom-mapped reactions and 10 reaction types from USPTO. Task: Predict the reactants needed to synthesize the given product. The reactants are: N#Cc1ccc(C(=O)Nc2cccc([C@]34CN(c5ncc(F)cn5)C[C@H]3CSC(NC(=O)c3ccccc3)=N4)c2)nc1. Given the product N#Cc1ccc(C(=O)Nc2cccc([C@]34CN(c5ncc(F)cn5)C[C@H]3CSC(N)=N4)c2)nc1, predict the reactants needed to synthesize it.